From a dataset of Retrosynthesis with 50K atom-mapped reactions and 10 reaction types from USPTO. Predict the reactants needed to synthesize the given product. (1) Given the product C=CCOC(=O)N[C@@H](CCCCNC(=O)OC(C)(C)C)C(=O)Nc1ccc(COC(=O)Nc2cc(OCCCCCC(=O)N3C[C@@H](CCl)c4c3cc(OC(=O)N3CCN(C)CC3)c3ccccc43)c(OC)cc2C(=O)N2CCC[C@H]2CO)cc1, predict the reactants needed to synthesize it. The reactants are: C=CCOC(=O)N[C@@H](CCCCNC(=O)OC(C)(C)C)C(=O)Nc1ccc(COC(=O)Nc2cc(OCCCCCC(=O)N3C[C@@H](CCl)c4c3cc(OC(=O)N3CCN(C)CC3)c3ccccc43)c(OC)cc2C(=O)N2CCC[C@H]2COC(C)=O)cc1. (2) Given the product Cc1nc2ccccc2nc1-c1cc2nc(C3=CCCC3)cc(NC3CCOCC3)n2n1, predict the reactants needed to synthesize it. The reactants are: Cc1nc2ccccc2nc1-c1cc2nc(Cl)cc(NC3CCOCC3)n2n1.OB(O)C1=CCCC1. (3) Given the product N#Cc1ccc2nc(CC3CCCCC3)sc2c1, predict the reactants needed to synthesize it. The reactants are: N#Cc1ccc2nc(Br)sc2c1.[Zn+]CC1CCCCC1. (4) Given the product CNC(=O)c1cc(Oc2ccc(NC(=O)Nc3ccc(Cl)c(C(F)(F)F)c3)c(F)c2)ccn1, predict the reactants needed to synthesize it. The reactants are: CNC(=O)c1cc(Oc2ccc(N)c(F)c2)ccn1.O=C=Nc1ccc(Cl)c(C(F)(F)F)c1. (5) Given the product COc1ccc(-c2sc3cc(OC)ccc3c2C(=O)c2ccc(O)cc2)cc1, predict the reactants needed to synthesize it. The reactants are: COc1ccc(C(=O)c2c(-c3ccc(OC)cc3)sc3cc(OC)ccc23)cc1. (6) Given the product Cc1ccc(CN2CCN(CCCOc3ccc4[nH]c(=O)cc(C)c4c3)CC2)cc1, predict the reactants needed to synthesize it. The reactants are: Cc1cc(=O)[nH]c2ccc(O)cc12.Cc1ccc(CN2CCN(CCCCl)CC2)cc1. (7) The reactants are: CC(C)(O)CN.O=C(NC1CC1)c1ccc(-c2cnc3c(Br)nc(Br)cn23)cc1. Given the product CC(C)(O)CNc1nc(Br)cn2c(-c3ccc(C(=O)NC4CC4)cc3)cnc12, predict the reactants needed to synthesize it. (8) Given the product CCOC[C@H](Oc1ncnc2c1cnn2-c1ncccc1Cl)C(=O)OC, predict the reactants needed to synthesize it. The reactants are: CCOC[C@H](O)C(=O)OC.Clc1cccnc1-n1ncc2c(Cl)ncnc21. (9) Given the product N#CCCN1CCOCC1=O, predict the reactants needed to synthesize it. The reactants are: N#CCCN(CCO)C(=O)CCl. (10) Given the product CCN(Cc1cc(C(F)(F)F)ccc1Br)C(=O)NCc1ccccc1, predict the reactants needed to synthesize it. The reactants are: CCNCc1cc(C(F)(F)F)ccc1Br.O=C=NCc1ccccc1.